This data is from Forward reaction prediction with 1.9M reactions from USPTO patents (1976-2016). The task is: Predict the product of the given reaction. Given the reactants [CH2:1]([S:4][C:5]1[N:10]=[C:9]([N:11]2[C:19]3[CH:18]=[CH:17][CH:16]=[C:15]([OH:20])[C:14]=3[CH:13]=[N:12]2)[CH:8]=[CH:7][N:6]=1)[CH2:2][CH3:3].C(=O)([O-])[O-].[K+].[K+].Cl[CH2:28][CH2:29][S:30][CH3:31].CN1C(=O)CCC1, predict the reaction product. The product is: [CH3:31][S:30][CH2:29][CH2:28][O:20][C:15]1[CH:16]=[CH:17][CH:18]=[C:19]2[C:14]=1[CH:13]=[N:12][N:11]2[C:9]1[CH:8]=[CH:7][N:6]=[C:5]([S:4][CH2:1][CH2:2][CH3:3])[N:10]=1.